This data is from Catalyst prediction with 721,799 reactions and 888 catalyst types from USPTO. The task is: Predict which catalyst facilitates the given reaction. (1) Reactant: [NH2:1][C:2]1[N:7]=[CH:6][N:5]=[C:4]2[N:8]([CH:12]3[CH2:17][CH2:16][C:15](=O)[CH2:14][CH2:13]3)[N:9]=[C:10]([I:11])[C:3]=12.[N:19]1([C:25]([O:27][C:28]([CH3:31])([CH3:30])[CH3:29])=[O:26])[CH2:24][CH2:23][NH:22][CH2:21][CH2:20]1.C(O[BH-](OC(=O)C)OC(=O)C)(=O)C.[Na+]. Product: [C:28]([O:27][C:25]([N:19]1[CH2:24][CH2:23][N:22]([CH:15]2[CH2:16][CH2:17][CH:12]([N:8]3[C:4]4=[N:5][CH:6]=[N:7][C:2]([NH2:1])=[C:3]4[C:10]([I:11])=[N:9]3)[CH2:13][CH2:14]2)[CH2:21][CH2:20]1)=[O:26])([CH3:31])([CH3:29])[CH3:30]. The catalyst class is: 417. (2) Reactant: [CH3:1][O:2][C:3]1[C:12]2[C:7](=[C:8]([CH3:13])[CH:9]=[CH:10][CH:11]=2)[C:6]([C:14]([OH:16])=O)=[CH:5][CH:4]=1.CCN=C=NCCCN(C)C.Cl.C1C=CC2N(O)N=NC=2C=1.[NH:39]1[CH2:44][CH2:43][O:42][CH2:41][CH2:40]1.CCN(C(C)C)C(C)C. Product: [CH3:1][O:2][C:3]1[C:12]2[C:7](=[C:8]([CH3:13])[CH:9]=[CH:10][CH:11]=2)[C:6]([C:14]([N:39]2[CH2:44][CH2:43][O:42][CH2:41][CH2:40]2)=[O:16])=[CH:5][CH:4]=1. The catalyst class is: 3. (3) Reactant: [NH:1]1[CH2:7][CH2:6][CH2:5][NH:4][CH2:3][CH2:2]1.[F:8][C:9]1[CH:10]=[C:11]([N+:16]([O-:18])=[O:17])[CH:12]=[CH:13][C:14]=1F. Product: [F:8][C:9]1[CH:10]=[C:11]([N+:16]([O-:18])=[O:17])[CH:12]=[CH:13][C:14]=1[N:1]1[CH2:7][CH2:6][CH2:5][NH:4][CH2:3][CH2:2]1. The catalyst class is: 10. (4) Reactant: [C:1]([O:5][C:6](=[O:28])[NH:7][C:8]1[CH:13]=[CH:12][CH:11]=[C:10]([CH2:14][CH:15]2[CH:19]([OH:20])[CH2:18][N:17](CC3C=CC=CC=3)[CH2:16]2)[N:9]=1)([CH3:4])([CH3:3])[CH3:2]. Product: [C:1]([O:5][C:6](=[O:28])[NH:7][C:8]1[CH:13]=[CH:12][CH:11]=[C:10]([CH2:14][CH:15]2[CH:19]([OH:20])[CH2:18][NH:17][CH2:16]2)[N:9]=1)([CH3:4])([CH3:2])[CH3:3]. The catalyst class is: 19. (5) Reactant: [C:1]1([C:7]([OH:9])=[O:8])([C:4](O)=[O:5])[CH2:3][CH2:2]1.C(N(CC)CC)C.S(Cl)(Cl)=O.[CH3:21][N:22]1[C:31]2[C:26](=[CH:27][CH:28]=[CH:29][CH:30]=2)[NH:25][CH2:24][CH2:23]1. Product: [CH3:21][N:22]1[C:31]2[C:26](=[CH:27][CH:28]=[CH:29][CH:30]=2)[N:25]([C:4]([C:1]2([C:7]([OH:9])=[O:8])[CH2:3][CH2:2]2)=[O:5])[CH2:24][CH2:23]1. The catalyst class is: 54.